This data is from Catalyst prediction with 721,799 reactions and 888 catalyst types from USPTO. The task is: Predict which catalyst facilitates the given reaction. (1) Reactant: [Br:1][C:2]1[CH:7]=[CH:6][C:5]([NH:8][C:9](=[O:11])[CH3:10])=[C:4]([CH3:12])[C:3]=1[CH2:13][CH3:14].C(OC(=O)C)(=O)C.C([O-])(=O)C.[K+].C1OCCOCCOCCOCCOCCOC1.[N:45](OCCC(C)C)=O. Product: [Br:1][C:2]1[C:3]([CH2:13][CH3:14])=[C:4]2[C:5](=[CH:6][CH:7]=1)[N:8]([C:9](=[O:11])[CH3:10])[N:45]=[CH:12]2. The catalyst class is: 789. (2) Reactant: CSC.B(F)(F)F.C[N:9]([C:14](=[O:36])[C:15]1[CH:20]=[C:19]([Cl:21])[C:18]([O:22][C:23]2[CH:28]=[C:27]([CH:29]([CH3:31])[CH3:30])[C:26]([O:32]C)=[C:25]([F:34])[CH:24]=2)=[C:17]([Cl:35])[CH:16]=1)[CH2:10][C:11]([OH:13])=[O:12].ClCCl. Product: [Cl:21][C:19]1[CH:20]=[C:15]([CH:16]=[C:17]([Cl:35])[C:18]=1[O:22][C:23]1[CH:28]=[C:27]([CH:29]([CH3:31])[CH3:30])[C:26]([OH:32])=[C:25]([F:34])[CH:24]=1)[C:14]([NH:9][CH2:10][C:11]([OH:13])=[O:12])=[O:36]. The catalyst class is: 6. (3) Reactant: [CH2:1]([C@H:8]1[CH2:12][O:11][C:10](=[O:13])[N:9]1[C:14](=[O:50])[C@@H:15]([O:48][CH3:49])[CH2:16][C:17]1[CH:22]=[CH:21][C:20]([O:23][CH2:24][CH2:25][C:26]2[N:27]=[C:28]([C:32]3[CH:37]=[CH:36][CH:35]=[CH:34][CH:33]=3)[O:29][C:30]=2[CH3:31])=[CH:19][C:18]=1[O:38][Si](C)(C)C(C)(C)C(C)C)[C:2]1[CH:7]=[CH:6][CH:5]=[CH:4][CH:3]=1.[NH4+].[F-]. Product: [CH2:1]([C@H:8]1[CH2:12][O:11][C:10](=[O:13])[N:9]1[C:14](=[O:50])[C@@H:15]([O:48][CH3:49])[CH2:16][C:17]1[CH:22]=[CH:21][C:20]([O:23][CH2:24][CH2:25][C:26]2[N:27]=[C:28]([C:32]3[CH:33]=[CH:34][CH:35]=[CH:36][CH:37]=3)[O:29][C:30]=2[CH3:31])=[CH:19][C:18]=1[OH:38])[C:2]1[CH:3]=[CH:4][CH:5]=[CH:6][CH:7]=1. The catalyst class is: 191. (4) Reactant: ClC1C=CC=C(C(OO)=[O:9])C=1.[C:12]1([C:18]2[CH:23]=[CH:22][CH:21]=[CH:20][N:19]=2)[CH:17]=[CH:16][CH:15]=[CH:14][CH:13]=1.C([O-])(O)=O.[Na+]. Product: [C:12]1([C:18]2[CH:23]=[CH:22][CH:21]=[CH:20][N+:19]=2[O-:9])[CH:13]=[CH:14][CH:15]=[CH:16][CH:17]=1. The catalyst class is: 2. (5) Reactant: [NH2:1][C:2]1[CH:7]=[CH:6][N:5]=[CH:4][CH:3]=1.[C:8](O[C:8]([O:10][C:11]([CH3:14])([CH3:13])[CH3:12])=[O:9])([O:10][C:11]([CH3:14])([CH3:13])[CH3:12])=[O:9]. Product: [C:11]([O:10][C:8]([NH:1][C:2]1[CH:7]=[CH:6][N:5]=[CH:4][CH:3]=1)=[O:9])([CH3:14])([CH3:13])[CH3:12]. The catalyst class is: 7. (6) Reactant: Br[C:2]1[CH:3]=[C:4]([NH:8][C:9](=[O:27])[C:10]2[CH:15]=[CH:14][N:13]=[C:12]([NH:16][C:17]3[CH:22]=[CH:21][CH:20]=[C:19]([C:23]([F:26])([F:25])[F:24])[N:18]=3)[CH:11]=2)[CH:5]=[N:6][CH:7]=1.C[C:29]1[CH:34]=[CH:33][C:32]([O:35]C)=C(P(C(C)(C)C)C(C)(C)C)C=1C1C(C(C)C)=CC(C(C)C)=CC=1C(C)C.C1(CO)CC1.[O-]P([O-])([O-])=O.[K+].[K+].[K+]. Product: [CH:33]1([CH2:32][O:35][C:2]2[CH:3]=[C:4]([NH:8][C:9](=[O:27])[C:10]3[CH:15]=[CH:14][N:13]=[C:12]([NH:16][C:17]4[CH:22]=[CH:21][CH:20]=[C:19]([C:23]([F:26])([F:25])[F:24])[N:18]=4)[CH:11]=3)[CH:5]=[N:6][CH:7]=2)[CH2:29][CH2:34]1. The catalyst class is: 110.